From a dataset of Reaction yield outcomes from USPTO patents with 853,638 reactions. Predict the reaction yield, written as a fraction of the theoretical maximum amount of product (1.0 means a 100% yield; for example, 0.34 means a 34% yield). (1) The reactants are [CH3:1][N:2]1[CH2:7][CH2:6][N:5]([CH:8]2[CH2:13][CH2:12][N:11]([C:14]([NH:16][C:17]3[CH:22]=[C:21]([O:23][C:24]4[CH:29]=[CH:28][C:27]([N+:30]([O-])=O)=[CH:26][CH:25]=4)[CH:20]=[CH:19][N:18]=3)=[O:15])[CH2:10][CH2:9]2)[CH2:4][CH2:3]1. The catalyst is O1CCCC1.[OH-].[Pd+2].[OH-].[C]. The yield is 0.980. The product is [NH2:30][C:27]1[CH:26]=[CH:25][C:24]([O:23][C:21]2[CH:20]=[CH:19][N:18]=[C:17]([NH:16][C:14]([N:11]3[CH2:10][CH2:9][CH:8]([N:5]4[CH2:4][CH2:3][N:2]([CH3:1])[CH2:7][CH2:6]4)[CH2:13][CH2:12]3)=[O:15])[CH:22]=2)=[CH:29][CH:28]=1. (2) The reactants are [F:1][C:2]1[CH:3]=[CH:4][C:5]2[N:9]=[CH:8][N:7]([C:10]3[N:15]=[C:14]([NH:16][C@H:17]4[C:26]5[C:21](=[C:22]([F:27])[CH:23]=[CH:24][CH:25]=5)[O:20][CH2:19][CH2:18]4)[C:13]([NH2:28])=[CH:12][N:11]=3)[C:6]=2[CH:29]=1.N[C:31](N)=[S:32]. The catalyst is C(#N)C. The product is [F:1][C:2]1[CH:3]=[CH:4][C:5]2[N:9]=[CH:8][N:7]([C:10]3[N:15]=[C:14]4[C:13]([NH:28][C:31](=[S:32])[N:16]4[C@H:17]4[C:26]5[C:21](=[C:22]([F:27])[CH:23]=[CH:24][CH:25]=5)[O:20][CH2:19][CH2:18]4)=[CH:12][N:11]=3)[C:6]=2[CH:29]=1. The yield is 0.140. (3) The reactants are [CH3:1][N:2]1[C:10](=[O:11])[C:9]2[NH:8][CH:7]=[N:6][C:5]=2[N:4]([CH2:12][CH2:13][CH2:14][CH2:15][CH3:16])[C:3]1=[O:17].[Br:18]NC(=O)CCC(N)=O. The catalyst is CN(C=O)C. The product is [Br:18][C:7]1[NH:8][C:9]2[C:10](=[O:11])[N:2]([CH3:1])[C:3](=[O:17])[N:4]([CH2:12][CH2:13][CH2:14][CH2:15][CH3:16])[C:5]=2[N:6]=1. The yield is 0.120. (4) The catalyst is CC(O)=O. The reactants are [NH2:1][C:2]1[N:7]=[C:6]([O:8][CH2:9][CH2:10][O:11][C:12]2[CH:17]=[CH:16][CH:15]=[CH:14][N:13]=2)[N:5]=[C:4]([N:18]2[CH2:23][CH2:22][O:21][CH2:20][CH2:19]2)[CH:3]=1.O.[N:25]([O-])=[O:26].[Na+]. The product is [NH2:1][C:2]1[N:7]=[C:6]([O:8][CH2:9][CH2:10][O:11][C:12]2[CH:17]=[CH:16][CH:15]=[CH:14][N:13]=2)[N:5]=[C:4]([N:18]2[CH2:19][CH2:20][O:21][CH2:22][CH2:23]2)[C:3]=1[N:25]=[O:26]. The yield is 0.850.